From a dataset of Reaction yield outcomes from USPTO patents with 853,638 reactions. Predict the reaction yield, written as a fraction of the theoretical maximum amount of product (1.0 means a 100% yield; for example, 0.34 means a 34% yield). (1) The reactants are O.NN.[O:4]([N:11]1C(=O)C2[C:13](=CC=CC=2)[C:12]1=O)[C:5]1[CH:10]=[CH:9][CH:8]=[CH:7][CH:6]=1.[N:22]1[C:31]2[C:26](=[CH:27][C:28]([CH2:32][C:33]3[N:37]4[N:38]=[C:39](C(=O)C)[CH:40]=[CH:41][C:36]4=[N:35][N:34]=3)=[CH:29][CH:30]=2)[CH:25]=[CH:24][CH:23]=1.Cl. The catalyst is CO. The product is [C:5]1([O:4]/[N:11]=[C:12](/[C:39]2[CH:40]=[CH:41][C:36]3[N:37]([C:33]([CH2:32][C:28]4[CH:27]=[C:26]5[C:31](=[CH:30][CH:29]=4)[N:22]=[CH:23][CH:24]=[CH:25]5)=[N:34][N:35]=3)[N:38]=2)\[CH3:13])[CH:10]=[CH:9][CH:8]=[CH:7][CH:6]=1. The yield is 0.590. (2) The reactants are C([O:3][C:4]([C:6]1[C:7]([CH3:31])=[C:8]2[C:13]([NH:14][C:15]3[CH:20]=[CH:19][C:18]([O:21][C:22]4[CH:27]=[CH:26][CH:25]=[CH:24][CH:23]=4)=[CH:17][CH:16]=3)=[C:12]([C:28]#[N:29])[CH:11]=[N:10][N:9]2[CH:30]=1)=O)C.CC(C[AlH]CC(C)C)C. The catalyst is C1COCC1. The product is [OH:3][CH2:4][C:6]1[C:7]([CH3:31])=[C:8]2[C:13]([NH:14][C:15]3[CH:16]=[CH:17][C:18]([O:21][C:22]4[CH:27]=[CH:26][CH:25]=[CH:24][CH:23]=4)=[CH:19][CH:20]=3)=[C:12]([C:28]#[N:29])[CH:11]=[N:10][N:9]2[CH:30]=1. The yield is 0.900. (3) The reactants are [Li+].[Cl-].C([Mg]Cl)(C)C.[Cl:8][C:9]1[N:10]=[C:11]([Cl:27])[C:12]2[C:17](I)=[CH:16][N:15]([CH2:19][O:20][CH2:21][CH2:22][Si:23]([CH3:26])([CH3:25])[CH3:24])[C:13]=2[N:14]=1.S([C:38]#[N:39])(C1C=CC(C)=CC=1)(=O)=O. The product is [Cl:8][C:9]1[N:10]=[C:11]([Cl:27])[C:12]2[C:17]([C:38]#[N:39])=[CH:16][N:15]([CH2:19][O:20][CH2:21][CH2:22][Si:23]([CH3:26])([CH3:25])[CH3:24])[C:13]=2[N:14]=1. The catalyst is C1COCC1. The yield is 0.660. (4) The reactants are [C:1]1(C(O)=O)[C:11]2=[C:12]3[C:7](=[CH:8][CH:9]=[CH:10]2)[CH2:6][CH2:5][CH2:4][N:3]3[CH:2]=1.N1C2C(=CC=CC=2)C=CC=1. The catalyst is ClCCl.[Cr]([O-])([O-])=O.[Cu+2]. The product is [CH:1]1[C:11]2=[C:12]3[C:7](=[CH:8][CH:9]=[CH:10]2)[CH2:6][CH2:5][CH2:4][N:3]3[CH:2]=1. The yield is 0.720.